Task: Regression. Given two drug SMILES strings and cell line genomic features, predict the synergy score measuring deviation from expected non-interaction effect.. Dataset: NCI-60 drug combinations with 297,098 pairs across 59 cell lines (1) Drug 1: CC1=C(N=C(N=C1N)C(CC(=O)N)NCC(C(=O)N)N)C(=O)NC(C(C2=CN=CN2)OC3C(C(C(C(O3)CO)O)O)OC4C(C(C(C(O4)CO)O)OC(=O)N)O)C(=O)NC(C)C(C(C)C(=O)NC(C(C)O)C(=O)NCCC5=NC(=CS5)C6=NC(=CS6)C(=O)NCCC[S+](C)C)O. Drug 2: CCCCC(=O)OCC(=O)C1(CC(C2=C(C1)C(=C3C(=C2O)C(=O)C4=C(C3=O)C=CC=C4OC)O)OC5CC(C(C(O5)C)O)NC(=O)C(F)(F)F)O. Cell line: SR. Synergy scores: CSS=89.8, Synergy_ZIP=-0.186, Synergy_Bliss=-0.524, Synergy_Loewe=-0.351, Synergy_HSA=0.978. (2) Drug 1: C1C(C(OC1N2C=NC3=C(N=C(N=C32)Cl)N)CO)O. Drug 2: CC(C)CN1C=NC2=C1C3=CC=CC=C3N=C2N. Cell line: NCI/ADR-RES. Synergy scores: CSS=48.1, Synergy_ZIP=-1.30, Synergy_Bliss=-5.05, Synergy_Loewe=-10.6, Synergy_HSA=-6.32. (3) Drug 1: CC(C)NC(=O)C1=CC=C(C=C1)CNNC.Cl. Drug 2: N.N.Cl[Pt+2]Cl. Cell line: K-562. Synergy scores: CSS=52.0, Synergy_ZIP=-1.47, Synergy_Bliss=-1.88, Synergy_Loewe=4.60, Synergy_HSA=4.95. (4) Drug 1: COC1=CC(=CC(=C1O)OC)C2C3C(COC3=O)C(C4=CC5=C(C=C24)OCO5)OC6C(C(C7C(O6)COC(O7)C8=CC=CS8)O)O. Drug 2: C1CC(=O)NC(=O)C1N2C(=O)C3=CC=CC=C3C2=O. Cell line: NCI-H460. Synergy scores: CSS=46.0, Synergy_ZIP=3.70, Synergy_Bliss=3.84, Synergy_Loewe=-26.8, Synergy_HSA=3.43. (5) Drug 1: C1CCC(CC1)NC(=O)N(CCCl)N=O. Drug 2: COC1=NC(=NC2=C1N=CN2C3C(C(C(O3)CO)O)O)N. Cell line: T-47D. Synergy scores: CSS=8.50, Synergy_ZIP=-1.39, Synergy_Bliss=2.24, Synergy_Loewe=-3.90, Synergy_HSA=0.145. (6) Drug 1: C1CCC(CC1)NC(=O)N(CCCl)N=O. Drug 2: CC1CCCC2(C(O2)CC(NC(=O)CC(C(C(=O)C(C1O)C)(C)C)O)C(=CC3=CSC(=N3)C)C)C. Cell line: CCRF-CEM. Synergy scores: CSS=19.6, Synergy_ZIP=2.63, Synergy_Bliss=2.65, Synergy_Loewe=-0.0608, Synergy_HSA=-0.0267.